Predict which catalyst facilitates the given reaction. From a dataset of Catalyst prediction with 721,799 reactions and 888 catalyst types from USPTO. (1) Reactant: [CH2:1]([CH2:4][O:5]C)OC.[CH2:7]([Zn]CC)C.ICI.[C:15]([C:18]1[S:22]/[C:21](=[N:23]\[C:24]([C:26]23[CH2:33][CH:32]4[CH2:34][CH:28]([CH2:29][CH:30]2[CH2:31]4)[CH2:27]3)=[O:25])/[N:20]([CH2:35][CH2:36][O:37][CH3:38])[CH:19]=1)([CH3:17])=[CH2:16]. Product: [C:4]([O-:5])(=[O:25])[CH3:1].[NH4+:20].[CH3:38][O:37][CH2:36][CH2:35][N:20]1[CH:19]=[C:18]([C:15]2([CH3:7])[CH2:17][CH2:16]2)[S:22]/[C:21]/1=[N:23]\[C:24]([C:26]12[CH2:33][CH:32]3[CH2:34][CH:28]([CH2:29][CH:30]1[CH2:31]3)[CH2:27]2)=[O:25]. The catalyst class is: 2. (2) Reactant: [N:1]1([C:7]([O:9][C:10]([CH3:13])([CH3:12])[CH3:11])=[O:8])[CH2:6][CH2:5][NH:4][CH2:3][CH2:2]1.C(=O)([O-])[O-].[K+].[K+].Br[CH:21]1[CH2:25][CH2:24][O:23][C:22]1=[O:26]. The catalyst class is: 9. Product: [O:26]=[C:22]1[CH:21]([N:4]2[CH2:5][CH2:6][N:1]([C:7]([O:9][C:10]([CH3:13])([CH3:12])[CH3:11])=[O:8])[CH2:2][CH2:3]2)[CH2:25][CH2:24][O:23]1.